The task is: Regression. Given two drug SMILES strings and cell line genomic features, predict the synergy score measuring deviation from expected non-interaction effect.. This data is from NCI-60 drug combinations with 297,098 pairs across 59 cell lines. (1) Drug 1: CN(C)N=NC1=C(NC=N1)C(=O)N. Drug 2: C1C(C(OC1N2C=C(C(=O)NC2=O)F)CO)O. Cell line: SR. Synergy scores: CSS=61.3, Synergy_ZIP=6.55, Synergy_Bliss=2.20, Synergy_Loewe=-14.3, Synergy_HSA=3.08. (2) Drug 1: C1=NC2=C(N=C(N=C2N1C3C(C(C(O3)CO)O)O)F)N. Drug 2: CC12CCC3C(C1CCC2O)C(CC4=C3C=CC(=C4)O)CCCCCCCCCS(=O)CCCC(C(F)(F)F)(F)F. Cell line: MALME-3M. Synergy scores: CSS=1.83, Synergy_ZIP=-0.0276, Synergy_Bliss=0.223, Synergy_Loewe=-2.73, Synergy_HSA=-2.38. (3) Drug 1: C1=CC(=CC=C1C#N)C(C2=CC=C(C=C2)C#N)N3C=NC=N3. Drug 2: C1=NNC2=C1C(=O)NC=N2. Cell line: SF-268. Synergy scores: CSS=-0.0385, Synergy_ZIP=1.50, Synergy_Bliss=1.84, Synergy_Loewe=-2.16, Synergy_HSA=-2.15. (4) Drug 1: C1=CC(=CC=C1CCCC(=O)O)N(CCCl)CCCl. Drug 2: CC1=CC=C(C=C1)C2=CC(=NN2C3=CC=C(C=C3)S(=O)(=O)N)C(F)(F)F. Cell line: PC-3. Synergy scores: CSS=21.5, Synergy_ZIP=-5.22, Synergy_Bliss=1.63, Synergy_Loewe=4.24, Synergy_HSA=4.65. (5) Drug 1: C1=CC(=CC=C1CCCC(=O)O)N(CCCl)CCCl. Drug 2: CS(=O)(=O)CCNCC1=CC=C(O1)C2=CC3=C(C=C2)N=CN=C3NC4=CC(=C(C=C4)OCC5=CC(=CC=C5)F)Cl. Cell line: OVCAR3. Synergy scores: CSS=12.5, Synergy_ZIP=-5.13, Synergy_Bliss=-2.86, Synergy_Loewe=-3.92, Synergy_HSA=-3.03. (6) Drug 1: C1CCC(C1)C(CC#N)N2C=C(C=N2)C3=C4C=CNC4=NC=N3. Drug 2: CN1C2=C(C=C(C=C2)N(CCCl)CCCl)N=C1CCCC(=O)O.Cl. Cell line: NCI-H522. Synergy scores: CSS=20.4, Synergy_ZIP=-5.42, Synergy_Bliss=3.15, Synergy_Loewe=4.28, Synergy_HSA=4.73. (7) Drug 1: CS(=O)(=O)C1=CC(=C(C=C1)C(=O)NC2=CC(=C(C=C2)Cl)C3=CC=CC=N3)Cl. Drug 2: C1CCN(CC1)CCOC2=CC=C(C=C2)C(=O)C3=C(SC4=C3C=CC(=C4)O)C5=CC=C(C=C5)O. Cell line: OVCAR3. Synergy scores: CSS=5.84, Synergy_ZIP=-1.03, Synergy_Bliss=2.58, Synergy_Loewe=0.273, Synergy_HSA=0.302. (8) Drug 1: C1=NC2=C(N=C(N=C2N1C3C(C(C(O3)CO)O)O)F)N. Drug 2: CC(C)NC(=O)C1=CC=C(C=C1)CNNC.Cl. Cell line: A498. Synergy scores: CSS=0.0430, Synergy_ZIP=-2.96, Synergy_Bliss=-6.10, Synergy_Loewe=-5.08, Synergy_HSA=-5.55. (9) Drug 1: C1CCC(C1)C(CC#N)N2C=C(C=N2)C3=C4C=CNC4=NC=N3. Drug 2: CC1C(C(CC(O1)OC2CC(CC3=C2C(=C4C(=C3O)C(=O)C5=C(C4=O)C(=CC=C5)OC)O)(C(=O)C)O)N)O.Cl. Cell line: T-47D. Synergy scores: CSS=13.6, Synergy_ZIP=14.2, Synergy_Bliss=15.1, Synergy_Loewe=-11.4, Synergy_HSA=10.4.